This data is from Forward reaction prediction with 1.9M reactions from USPTO patents (1976-2016). The task is: Predict the product of the given reaction. (1) Given the reactants [CH:1]1([NH2:6])[CH2:5][CH2:4][CH2:3][CH2:2]1.[CH3:7][C:8]1[C:12]([C:13]2[CH:14]=[C:15]([S:23](Cl)(=[O:25])=[O:24])[C:16]3[CH:17]=[CH:18][CH:19]=[N:20][C:21]=3[CH:22]=2)=[C:11]([CH3:27])[O:10][N:9]=1, predict the reaction product. The product is: [CH:1]1([NH:6][S:23]([C:15]2[C:16]3[CH:17]=[CH:18][CH:19]=[N:20][C:21]=3[CH:22]=[C:13]([C:12]3[C:8]([CH3:7])=[N:9][O:10][C:11]=3[CH3:27])[CH:14]=2)(=[O:24])=[O:25])[CH2:5][CH2:4][CH2:3][CH2:2]1. (2) The product is: [C:33]([O:36][CH2:37][O:13][C:12](=[O:14])[C:11]1[CH:15]=[CH:16][CH:17]=[C:9]([CH2:8][CH:7]([NH:6][C:1](=[O:5])[CH2:2][CH2:3][CH3:4])[B:20]2[O:28][CH:27]3[C:22]([CH3:32])([CH:23]4[CH2:29][CH:25]([CH2:26]3)[C:24]4([CH3:31])[CH3:30])[O:21]2)[C:10]=1[O:18][CH3:19])(=[O:35])[CH3:34]. Given the reactants [C:1]([NH:6][CH:7]([B:20]1[O:28][CH:27]2[C:22]([CH3:32])([CH:23]3[CH2:29][CH:25]([CH2:26]2)[C:24]3([CH3:31])[CH3:30])[O:21]1)[CH2:8][C:9]1[C:10]([O:18][CH3:19])=[C:11]([CH:15]=[CH:16][CH:17]=1)[C:12]([OH:14])=[O:13])(=[O:5])[CH2:2][CH2:3][CH3:4].[C:33]([O:36][CH2:37]Br)(=[O:35])[CH3:34], predict the reaction product. (3) The product is: [OH:12][C:2]1[CH:3]=[C:4]([CH:8]([CH3:11])[C:9]#[N:10])[CH:5]=[CH:6][CH:7]=1. Given the reactants N[C:2]1[CH:3]=[C:4]([CH:8]([CH3:11])[C:9]#[N:10])[CH:5]=[CH:6][CH:7]=1.[OH:12]S(O)(=O)=O.N([O-])=O.[Na+].C(OCC)(=O)C, predict the reaction product. (4) Given the reactants [CH3:1][C:2]1[S:6][C:5]([C:7]([OH:9])=O)=[CH:4][CH:3]=1.C[N:11](C)C=O.C(Cl)(=O)C(Cl)=O.N, predict the reaction product. The product is: [CH3:1][C:2]1[S:6][C:5]([C:7]([NH2:11])=[O:9])=[CH:4][CH:3]=1. (5) The product is: [C:13]([O:17][C:18](=[O:19])[NH:20][C@H:21]([C:22](=[O:23])[NH:12][C:5]1[C:6]2[NH:7][CH2:8][CH2:9][O:10][C:11]=2[C:2]([F:1])=[CH:3][CH:4]=1)[CH3:25])([CH3:14])([CH3:15])[CH3:16]. Given the reactants [F:1][C:2]1[C:11]2[O:10][CH2:9][CH2:8][NH:7][C:6]=2[C:5]([NH2:12])=[CH:4][CH:3]=1.[C:13]([O:17][C:18]([NH:20][C@@H:21]([CH3:25])[C:22](O)=[O:23])=[O:19])([CH3:16])([CH3:15])[CH3:14].C1C=NC2N(O)N=NC=2C=1.CCN=C=NCCCN(C)C.Cl, predict the reaction product.